From a dataset of Reaction yield outcomes from USPTO patents with 853,638 reactions. Predict the reaction yield, written as a fraction of the theoretical maximum amount of product (1.0 means a 100% yield; for example, 0.34 means a 34% yield). The reactants are [F:1][C:2]1[CH:7]=[CH:6][C:5]([CH:8]2[CH2:13][CH2:12][N:11](C(OC(C)(C)C)=O)[CH2:10][CH2:9]2)=[CH:4][C:3]=1[NH:21][C:22](=[O:35])[CH2:23][CH2:24][CH2:25][CH2:26][C:27]1[CH:32]=[CH:31][CH:30]=[CH:29][C:28]=1[O:33][CH3:34].FC(F)(F)C(O)=O. The catalyst is C(Cl)Cl. The product is [F:1][C:2]1[CH:7]=[CH:6][C:5]([CH:8]2[CH2:9][CH2:10][NH:11][CH2:12][CH2:13]2)=[CH:4][C:3]=1[NH:21][C:22](=[O:35])[CH2:23][CH2:24][CH2:25][CH2:26][C:27]1[CH:32]=[CH:31][CH:30]=[CH:29][C:28]=1[O:33][CH3:34]. The yield is 0.950.